From a dataset of Forward reaction prediction with 1.9M reactions from USPTO patents (1976-2016). Predict the product of the given reaction. Given the reactants C([O:3][C:4](=[O:30])[CH:5]([C:10]1[CH:11]=[C:12]([C:21]2[CH:26]=[CH:25][CH:24]=[C:23]([N+:27]([O-:29])=[O:28])[CH:22]=2)[C:13]([O:16][CH2:17][CH:18]2[CH2:20][CH2:19]2)=[CH:14][CH:15]=1)[CH2:6][CH:7]([CH3:9])[CH3:8])C.O.[OH-].[Li+], predict the reaction product. The product is: [CH:18]1([CH2:17][O:16][C:13]2[C:12]([C:21]3[CH:26]=[CH:25][CH:24]=[C:23]([N+:27]([O-:29])=[O:28])[CH:22]=3)=[CH:11][C:10]([CH:5]([CH2:6][CH:7]([CH3:9])[CH3:8])[C:4]([OH:30])=[O:3])=[CH:15][CH:14]=2)[CH2:19][CH2:20]1.